This data is from Acute oral toxicity (LD50) regression data from Zhu et al.. The task is: Regression/Classification. Given a drug SMILES string, predict its toxicity properties. Task type varies by dataset: regression for continuous values (e.g., LD50, hERG inhibition percentage) or binary classification for toxic/non-toxic outcomes (e.g., AMES mutagenicity, cardiotoxicity, hepatotoxicity). Dataset: ld50_zhu. (1) The drug is NC(=O)C1CCN(CCCN2c3ccccc3Sc3ccc(Cl)cc32)CC1. The rat oral LD50 is 2.81, given as -log10 of the dose in mol/kg body weight (higher means more acutely toxic). (2) The molecule is ClC(=NNc1c(Cl)cc(Cl)cc1Cl)c1ccccc1. The rat oral LD50 is 2.67, given as -log10 of the dose in mol/kg body weight (higher means more acutely toxic). (3) The compound is O=[N+]([O-])c1cccc(Cl)c1. The rat oral LD50 is 2.57, given as -log10 of the dose in mol/kg body weight (higher means more acutely toxic). (4) The drug is CC1N=C(N)CC1c1ccccc1. The rat oral LD50 is 2.62, given as -log10 of the dose in mol/kg body weight (higher means more acutely toxic). (5) The drug is Clc1ccccc1. The rat oral LD50 is 1.69, given as -log10 of the dose in mol/kg body weight (higher means more acutely toxic).